This data is from Reaction yield outcomes from USPTO patents with 853,638 reactions. The task is: Predict the reaction yield, written as a fraction of the theoretical maximum amount of product (1.0 means a 100% yield; for example, 0.34 means a 34% yield). (1) The reactants are [CH3:1][O:2][C:3]1[CH:4]=[C:5]([C:19](=[N:21]O)[CH3:20])[CH:6]=[CH:7][C:8]=1[O:9][CH2:10][C:11]1[CH:12]=[N:13][C:14]([O:17][CH3:18])=[CH:15][CH:16]=1. The catalyst is C(O)(=O)C.[Zn]. The product is [CH3:1][O:2][C:3]1[CH:4]=[C:5]([CH:19]([NH2:21])[CH3:20])[CH:6]=[CH:7][C:8]=1[O:9][CH2:10][C:11]1[CH:12]=[N:13][C:14]([O:17][CH3:18])=[CH:15][CH:16]=1. The yield is 0.860. (2) The reactants are C[O:2][C:3]1[CH:4]=[C:5]([C:9]([CH3:16])([CH3:15])[CH2:10][C:11]([O:13][CH3:14])=[O:12])[CH:6]=[CH:7][CH:8]=1.C(S)CS.[Cl-].[Al+3].[Cl-].[Cl-]. The catalyst is ClCCCl. The product is [OH:2][C:3]1[CH:4]=[C:5]([C:9]([CH3:16])([CH3:15])[CH2:10][C:11]([O:13][CH3:14])=[O:12])[CH:6]=[CH:7][CH:8]=1. The yield is 0.983. (3) The reactants are I[C:2]1[CH:3]=[C:4]([Br:8])[CH:5]=[CH:6][CH:7]=1.[CH:9]#[C:10][CH2:11][CH2:12][OH:13].C(N(CC)CC)C.O. The catalyst is CN(C=O)C.[Cu]I.Cl[Pd](Cl)([P](C1C=CC=CC=1)(C1C=CC=CC=1)C1C=CC=CC=1)[P](C1C=CC=CC=1)(C1C=CC=CC=1)C1C=CC=CC=1. The product is [Br:8][C:4]1[CH:3]=[C:2]([C:9]#[C:10][CH2:11][CH2:12][OH:13])[CH:7]=[CH:6][CH:5]=1. The yield is 0.920. (4) The reactants are [OH:1][C@:2]12[CH2:11][CH2:10][CH2:9][CH2:8][C@H:7]1[O:6][C@@H:5]([C:12]1[CH:17]=[CH:16][N:15]=[CH:14][C:13]=1[N+:18]([O-:20])=[O:19])[CH2:4][C:3]2=O.[CH2:22]([NH2:29])[C:23]1[CH:28]=[CH:27][CH:26]=[CH:25][CH:24]=1.[Li+].[BH4-]. The catalyst is CO. The product is [CH2:22]([NH:29][C@H:3]1[C@:2]2([OH:1])[C@@H:7]([CH2:8][CH2:9][CH2:10][CH2:11]2)[O:6][C@@H:5]([C:12]2[CH:17]=[CH:16][N:15]=[CH:14][C:13]=2[N+:18]([O-:20])=[O:19])[CH2:4]1)[C:23]1[CH:28]=[CH:27][CH:26]=[CH:25][CH:24]=1. The yield is 0.570. (5) The reactants are Cl.C(N=C=NCCCN(C)C)C.N1(O)C2C=CC=CC=2N=N1.[OH:23][CH:24]([C:29]1([S:32]([C:35]2[CH:44]=[CH:43][C:42]3[C:37](=[CH:38][CH:39]=[CH:40][CH:41]=3)[CH:36]=2)(=[O:34])=[O:33])[CH2:31][CH2:30]1)[CH2:25][C:26](O)=[O:27].[N:45]1([CH2:51][C:52]2[CH:53]=[C:54]3[C:59](=[CH:60][CH:61]=2)[C@H:58]([NH2:62])[CH2:57][CH2:56][CH2:55]3)[CH2:50][CH2:49][CH2:48][CH2:47][CH2:46]1. The catalyst is CN(C=O)C.CO.CCOC(C)=O. The product is [OH:23][CH:24]([C:29]1([S:32]([C:35]2[CH:44]=[CH:43][C:42]3[C:37](=[CH:38][CH:39]=[CH:40][CH:41]=3)[CH:36]=2)(=[O:34])=[O:33])[CH2:30][CH2:31]1)[CH2:25][C:26]([NH:62][C@H:58]1[C:59]2[C:54](=[CH:53][C:52]([CH2:51][N:45]3[CH2:46][CH2:47][CH2:48][CH2:49][CH2:50]3)=[CH:61][CH:60]=2)[CH2:55][CH2:56][CH2:57]1)=[O:27]. The yield is 0.439. (6) The reactants are [CH3:1][O:2][C:3](=[O:36])[CH:4]([NH:25]C(OCC1C=CC=CC=1)=O)[CH2:5][C:6]1[CH:14]=[C:13]([CH3:15])[C:12]2[C:8](=[CH:9][N:10]([S:16]([CH2:19][CH2:20][Si:21]([CH3:24])([CH3:23])[CH3:22])(=[O:18])=[O:17])[N:11]=2)[CH:7]=1.[H][H]. The catalyst is [Pd].CO. The product is [CH3:1][O:2][C:3](=[O:36])[C@H:4]([NH2:25])[CH2:5][C:6]1[CH:14]=[C:13]([CH3:15])[C:12]2[C:8](=[CH:9][N:10]([S:16]([CH2:19][CH2:20][Si:21]([CH3:22])([CH3:24])[CH3:23])(=[O:17])=[O:18])[N:11]=2)[CH:7]=1. The yield is 1.00.